Dataset: Full USPTO retrosynthesis dataset with 1.9M reactions from patents (1976-2016). Task: Predict the reactants needed to synthesize the given product. (1) Given the product [C:45]([C:47]1[CH:22]=[CH:21][C:20]([CH2:19][N:9]2[C:10]3[C:15](=[CH:14][CH:13]=[C:12]([C:16]([OH:18])=[O:17])[CH:11]=3)[C:7]([CH:1]3[CH2:6][CH2:5][CH2:4][CH2:3][CH2:2]3)=[C:8]2[C:26]2[CH:27]=[C:28]3[C:33](=[CH:34][CH:35]=2)[N:32]=[C:31]([C:36]2[S:40][C:39]([CH3:41])=[N:38][C:37]=2[CH3:42])[CH:30]=[CH:29]3)=[CH:25][CH:24]=1)([OH:46])=[O:44], predict the reactants needed to synthesize it. The reactants are: [CH:1]1([C:7]2[C:15]3[C:10](=[CH:11][C:12]([C:16]([OH:18])=[O:17])=[CH:13][CH:14]=3)[N:9]([CH2:19][C:20]3[CH:25]=[CH:24]N=[CH:22][CH:21]=3)[C:8]=2[C:26]2[CH:27]=[C:28]3[C:33](=[CH:34][CH:35]=2)[N:32]=[C:31]([C:36]2[S:40][C:39]([CH3:41])=[N:38][C:37]=2[CH3:42])[CH:30]=[CH:29]3)[CH2:6][CH2:5][CH2:4][CH2:3][CH2:2]1.C[O:44][C:45]([C:47]1C=C2C(C(C3CCCCC3)=C(C3C=C4C(=CC=3)N=C(C3SC(C)=NC=3C)C=C4)N2)=CC=1)=[O:46].[H-].[Na+].BrCC1C=CC(C(O)=O)=CC=1. (2) Given the product [C:5]12([C:12]([OH:14])=[O:16])[CH2:11][CH:10]1[CH2:9][CH2:8][CH2:7][CH2:6]2, predict the reactants needed to synthesize it. The reactants are: [OH-].[Na+].BrBr.[C:5]12([C:12](=[O:14])C)[CH2:11][CH:10]1[CH2:9][CH2:8][CH2:7][CH2:6]2.S(=O)(O)[O-:16].[Na+]. (3) Given the product [F:17][C:18]1[C:23]([C:2]2[N:10]=[CH:9][N:8]=[C:7]3[C:3]=2[N:4]=[CH:5][N:6]3[CH:11]2[CH2:16][CH2:15][CH2:14][CH2:13][O:12]2)=[CH:22][CH:21]=[CH:20][N:19]=1, predict the reactants needed to synthesize it. The reactants are: Cl[C:2]1[N:10]=[CH:9][N:8]=[C:7]2[C:3]=1[N:4]=[CH:5][N:6]2[CH:11]1[CH2:16][CH2:15][CH2:14][CH2:13][O:12]1.[F:17][C:18]1[C:23](B2OC(C)(C)C(C)(C)O2)=[CH:22][CH:21]=[CH:20][N:19]=1.N#N.C([O-])([O-])=O.[Cs+].[Cs+]. (4) The reactants are: F[C:2]1[CH:3]=[C:4]2[C:9](=[CH:10][C:11]=1[N+:12]([O-:14])=[O:13])[NH:8][C:7](=[O:15])[N:6]([NH:16][S:17]([CH3:20])(=[O:19])=[O:18])[C:5]2=[O:21].[Br:22][C:23]1[N:24]=[CH:25][NH:26][CH:27]=1.CS(C)=O.C(OCC)(=O)C. Given the product [Br:22][C:23]1[N:24]=[CH:25][N:26]([C:2]2[CH:3]=[C:4]3[C:9](=[CH:10][C:11]=2[N+:12]([O-:14])=[O:13])[NH:8][C:7](=[O:15])[N:6]([NH:16][S:17]([CH3:20])(=[O:19])=[O:18])[C:5]3=[O:21])[CH:27]=1, predict the reactants needed to synthesize it.